This data is from Reaction yield outcomes from USPTO patents with 853,638 reactions. The task is: Predict the reaction yield, written as a fraction of the theoretical maximum amount of product (1.0 means a 100% yield; for example, 0.34 means a 34% yield). (1) The reactants are [N+:1]([C:4]1[CH:5]=[C:6]([CH2:14][OH:15])[CH:7]=[CH:8][C:9]=1NCCC)([O-:3])=[O:2].N1[CH:20]=[CH:19][N:18]=C1.[Si:21](Cl)([C:24]([CH3:27])([CH3:26])[CH3:25])([CH3:23])[CH3:22].[CH3:29]N(C=O)C. The catalyst is C(OCC)(=O)C. The product is [N+:1]([C:4]1[CH:5]=[C:6]([CH2:14][O:15][Si:21]([CH3:23])([CH3:22])[C:24]([CH3:27])([CH3:26])[CH3:25])[CH:7]=[CH:8][C:9]=1[CH2:29][CH2:20][CH2:19][NH2:18])([O-:3])=[O:2]. The yield is 0.350. (2) The reactants are [F:1][C:2]([F:34])([F:33])[C:3]1[CH:8]=[CH:7][C:6](/[CH:9]=[CH:10]/[C:11]2[O:12][CH:13]=[C:14]([CH2:16][O:17][C:18]3[CH:23]=[CH:22][C:21]([CH2:24][CH2:25][CH2:26][CH2:27][N:28]4[CH:32]=[CH:31][N:30]=[N:29]4)=[CH:20][CH:19]=3)[N:15]=2)=[CH:5][CH:4]=1.[S:35](=[O:39])(=[O:38])([OH:37])[OH:36]. The catalyst is C(OCC)(=O)C.O1CCCC1. The product is [S:35]([OH:39])([OH:38])(=[O:37])=[O:36].[F:34][C:2]([F:1])([F:33])[C:3]1[CH:4]=[CH:5][C:6](/[CH:9]=[CH:10]/[C:11]2[O:12][CH:13]=[C:14]([CH2:16][O:17][C:18]3[CH:23]=[CH:22][C:21]([CH2:24][CH2:25][CH2:26][CH2:27][N:28]4[CH:32]=[CH:31][N:30]=[N:29]4)=[CH:20][CH:19]=3)[N:15]=2)=[CH:7][CH:8]=1. The yield is 0.930. (3) The reactants are [CH2:1]([O:8][C:9]1[CH:14]=[C:13]([O:15][CH2:16][C:17]2[CH:22]=[CH:21][CH:20]=[CH:19][CH:18]=2)[C:12]([CH:23]([CH3:25])[CH3:24])=[CH:11][C:10]=1[C:26]1[O:30][N:29]=[C:28]([C:31]([O:33][CH2:34][CH3:35])=[O:32])[CH:27]=1)[C:2]1[CH:7]=[CH:6][CH:5]=[CH:4][CH:3]=1.[I:36]N1C(=O)CCC1=O. The catalyst is CC#N. The product is [CH2:1]([O:8][C:9]1[CH:14]=[C:13]([O:15][CH2:16][C:17]2[CH:22]=[CH:21][CH:20]=[CH:19][CH:18]=2)[C:12]([CH:23]([CH3:25])[CH3:24])=[CH:11][C:10]=1[C:26]1[O:30][N:29]=[C:28]([C:31]([O:33][CH2:34][CH3:35])=[O:32])[C:27]=1[I:36])[C:2]1[CH:7]=[CH:6][CH:5]=[CH:4][CH:3]=1. The yield is 0.770. (4) The reactants are [N:1]1([C:7]([C:9]2[S:10][CH:11]=[CH:12][CH:13]=2)=[O:8])[CH2:6][CH2:5][NH:4][CH2:3][CH2:2]1.Cl[C:15]1[C:24]2[C:19](=[CH:20][CH:21]=[CH:22][CH:23]=2)[N:18]([CH3:25])[C:17](=[O:26])[C:16]=1[C:27]#[N:28]. The catalyst is C1(C)C=CC=CC=1. The product is [CH3:25][N:18]1[C:19]2[C:24](=[CH:23][CH:22]=[CH:21][CH:20]=2)[C:15]([N:4]2[CH2:5][CH2:6][N:1]([C:7]([C:9]3[S:10][CH:11]=[CH:12][CH:13]=3)=[O:8])[CH2:2][CH2:3]2)=[C:16]([C:27]#[N:28])[C:17]1=[O:26]. The yield is 0.980. (5) The reactants are [CH3:1][N:2]1[C:11]2[CH:10]=[CH:9][CH:8]=[C:7]3[CH:12]4[CH2:18][CH2:17][NH:16][CH2:15][CH2:14][CH:13]4[N:5]([C:6]=23)[CH2:4][CH2:3]1.Cl[CH2:20][CH2:21][CH2:22][C:23]([C:25]1[CH:30]=[CH:29][C:28]([F:31])=[CH:27][CH:26]=1)=[O:24].CCN(C(C)C)C(C)C. The catalyst is O1CCOCC1. The product is [CH3:1][N:2]1[C:11]2[CH:10]=[CH:9][CH:8]=[C:7]3[CH:12]4[CH2:18][CH2:17][N:16]([CH2:20][CH2:21][CH2:22][C:23]([C:25]5[CH:26]=[CH:27][C:28]([F:31])=[CH:29][CH:30]=5)=[O:24])[CH2:15][CH2:14][CH:13]4[N:5]([C:6]=23)[CH2:4][CH2:3]1. The yield is 0.310. (6) The reactants are [Cl:1][CH2:2][CH2:3][O:4][C:5]1[CH:6]=[C:7]([CH2:11][C:12](=[O:16])[CH2:13][C:14]#[N:15])[CH:8]=[CH:9][CH:10]=1.[CH3:17][N:18]([CH:20](OC)OC)[CH3:19].[CH3:25][O:26][C:27]1[CH:28]=[C:29]([CH:32]=[CH:33][C:34]=1[O:35][CH3:36])CN. The catalyst is CN(C=O)C.C1(C)C=CC=CC=1. The product is [Cl:1][CH2:2][CH2:3][O:4][C:5]1[CH:6]=[C:7]([C:11]2[C:12](=[O:16])[C:13]([C:14]#[N:15])=[CH:20][N:18]([CH2:17][C:32]3[CH:29]=[CH:28][C:27]([O:26][CH3:25])=[C:34]([O:35][CH3:36])[CH:33]=3)[CH:19]=2)[CH:8]=[CH:9][CH:10]=1. The yield is 0.410. (7) The reactants are C(O)(=O)C.[N+:5](/[CH:8]=[CH:9]/[C:10]1[CH:22]=[CH:21][C:13]([O:14][CH2:15][C:16]2[CH:20]=[CH:19][S:18][CH:17]=2)=[CH:12][CH:11]=1)([O-:7])=[O:6].[BH4-].[Na+]. The catalyst is CS(C)=O. The product is [N+:5]([CH2:8][CH2:9][C:10]1[CH:22]=[CH:21][C:13]([O:14][CH2:15][C:16]2[CH:20]=[CH:19][S:18][CH:17]=2)=[CH:12][CH:11]=1)([O-:7])=[O:6]. The yield is 0.470.